This data is from Reaction yield outcomes from USPTO patents with 853,638 reactions. The task is: Predict the reaction yield, written as a fraction of the theoretical maximum amount of product (1.0 means a 100% yield; for example, 0.34 means a 34% yield). (1) The catalyst is O. The yield is 0.160. The reactants are [N:1]1[C:10]2[C:5](=[CH:6][C:7]([CH2:11][N:12]3[C:16]4=[N:17][C:18]([C:21]5[CH:22]=[N:23][N:24]([CH2:26][C:27]([OH:29])=O)[CH:25]=5)=[CH:19][CH:20]=[C:15]4[N:14]=[N:13]3)=[CH:8][CH:9]=2)[CH:4]=[CH:3][CH:2]=1.CN(C=O)C.CN(C(ON1N=NC2[CH:46]=[CH:47][CH:48]=[N:49][C:44]1=2)=[N+](C)C)C.F[P-](F)(F)(F)(F)F.N1CCCC1. The product is [N:49]1([C:27](=[O:29])[CH2:26][N:24]2[CH:25]=[C:21]([C:18]3[N:17]=[C:16]4[N:12]([CH2:11][C:7]5[CH:6]=[C:5]6[C:10](=[CH:9][CH:8]=5)[N:1]=[CH:2][CH:3]=[CH:4]6)[N:13]=[N:14][C:15]4=[CH:20][CH:19]=3)[CH:22]=[N:23]2)[CH2:48][CH2:47][CH2:46][CH2:44]1. (2) The reactants are [C:1]([NH:4][C:5]1[N:10]=[CH:9][C:8]([NH:11][C:12](=[O:19])OCC(Cl)(Cl)Cl)=[CH:7][CH:6]=1)(=[O:3])[CH3:2].[F:20][C:21]1[CH:22]=[C:23]([C:27]2[N:28]=[C:29]([N:32]3[CH2:37][CH2:36][NH:35][CH2:34][CH2:33]3)[S:30][CH:31]=2)[CH:24]=[CH:25][CH:26]=1.C(N(C(C)C)CC)(C)C.O. The catalyst is CS(C)=O. The product is [C:1]([NH:4][C:5]1[N:10]=[CH:9][C:8]([NH:11][C:12]([N:35]2[CH2:36][CH2:37][N:32]([C:29]3[S:30][CH:31]=[C:27]([C:23]4[CH:24]=[CH:25][CH:26]=[C:21]([F:20])[CH:22]=4)[N:28]=3)[CH2:33][CH2:34]2)=[O:19])=[CH:7][CH:6]=1)(=[O:3])[CH3:2]. The yield is 0.408.